From a dataset of Forward reaction prediction with 1.9M reactions from USPTO patents (1976-2016). Predict the product of the given reaction. (1) Given the reactants [Cl:1][C:2]1[N:11]=[C:10](Cl)[C:9]2[C:4](=[CH:5][CH:6]=[C:7]([O:13][CH3:14])[CH:8]=2)[N:3]=1.C([Sn](CCCC)(CCCC)[C:20]([O:22][CH2:23][CH3:24])=[CH2:21])CCC, predict the reaction product. The product is: [Cl:1][C:2]1[N:11]=[C:10]([C:20]([O:22][CH2:23][CH3:24])=[CH2:21])[C:9]2[C:4](=[CH:5][CH:6]=[C:7]([O:13][CH3:14])[CH:8]=2)[N:3]=1. (2) The product is: [N+:16]([C:19]1[CH:27]=[CH:26][CH:25]=[CH:24][C:20]=1[C:21]([NH:12][C:11]1[CH:13]=[CH:14][CH:15]=[C:9]([O:8][CH2:1][C:2]2[CH:3]=[CH:4][CH:5]=[CH:6][CH:7]=2)[CH:10]=1)=[O:22])([O-:18])=[O:17]. Given the reactants [CH2:1]([O:8][C:9]1[CH:10]=[C:11]([CH:13]=[CH:14][CH:15]=1)[NH2:12])[C:2]1[CH:7]=[CH:6][CH:5]=[CH:4][CH:3]=1.[N+:16]([C:19]1[CH:27]=[CH:26][CH:25]=[CH:24][C:20]=1[C:21](Cl)=[O:22])([O-:18])=[O:17], predict the reaction product. (3) Given the reactants [CH3:1][O:2][C:3]1[CH:4]=[C:5]([NH:11][CH2:12][CH2:13][C:14]2[CH:19]=[CH:18][C:17]([C:20]([F:23])([F:22])[F:21])=[CH:16][CH:15]=2)[CH:6]=[CH:7][C:8]=1[O:9][CH3:10].[CH2:24]([O:31][C:32](=[O:43])[CH:33]([C:37]1[CH:42]=[CH:41][CH:40]=[CH:39][CH:38]=1)[C:34](O)=[O:35])[C:25]1[CH:30]=[CH:29][CH:28]=[CH:27][CH:26]=1.CN(C(ON1N=NC2C=CC=CC1=2)=[N+](C)C)C.[B-](F)(F)(F)F.CCN(CC)CC, predict the reaction product. The product is: [CH2:24]([O:31][C:32](=[O:43])[CH:33]([C:37]1[CH:42]=[CH:41][CH:40]=[CH:39][CH:38]=1)[C:34]([N:11]([C:5]1[CH:6]=[CH:7][C:8]([O:9][CH3:10])=[C:3]([O:2][CH3:1])[CH:4]=1)[CH2:12][CH2:13][C:14]1[CH:19]=[CH:18][C:17]([C:20]([F:22])([F:21])[F:23])=[CH:16][CH:15]=1)=[O:35])[C:25]1[CH:26]=[CH:27][CH:28]=[CH:29][CH:30]=1. (4) Given the reactants [OH:1][C:2]1[CH:3]=[C:4]([NH:9][C:10](=[O:14])[CH:11]([CH3:13])[CH3:12])[CH:5]=[CH:6][C:7]=1[CH3:8].[C:15](=O)([O-])[O-].[K+].[K+].CI, predict the reaction product. The product is: [CH3:15][O:1][C:2]1[CH:3]=[C:4]([NH:9][C:10](=[O:14])[CH:11]([CH3:12])[CH3:13])[CH:5]=[CH:6][C:7]=1[CH3:8].